From a dataset of Forward reaction prediction with 1.9M reactions from USPTO patents (1976-2016). Predict the product of the given reaction. (1) The product is: [CH3:17][CH:13]([O:12][C:6]1[N:5]=[C:4]2[C:9]([N:10]=[C:2]([O:25][CH3:24])[N:3]2[CH:18]2[CH2:23][CH2:22][CH2:21][CH2:20][O:19]2)=[C:8]([NH2:11])[N:7]=1)[CH2:14][CH2:15][CH3:16]. Given the reactants Br[C:2]1[N:3]([CH:18]2[CH2:23][CH2:22][CH2:21][CH2:20][O:19]2)[C:4]2[C:9]([N:10]=1)=[C:8]([NH2:11])[N:7]=[C:6]([O:12][CH:13]([CH3:17])[CH2:14][CH2:15][CH3:16])[N:5]=2.[CH3:24][O-:25].[Na+], predict the reaction product. (2) Given the reactants [CH:1]([C:3]1[S:7][C:6]([C:8]2[CH:9]=[C:10]([CH:21]=[CH:22][CH:23]=2)[CH2:11][CH2:12][NH:13][C:14](=[O:20])[O:15][C:16]([CH3:19])([CH3:18])[CH3:17])=[CH:5][CH:4]=1)=O.[S:24]1[CH2:28][C:27](=[O:29])[NH:26][C:25]1=[O:30].C([O-])(=O)C.[NH2+]1CCCCC1, predict the reaction product. The product is: [O:30]=[C:25]1[NH:26][C:27](=[O:29])[C:28](=[CH:1][C:3]2[S:7][C:6]([C:8]3[CH:9]=[C:10]([CH:21]=[CH:22][CH:23]=3)[CH2:11][CH2:12][NH:13][C:14](=[O:20])[O:15][C:16]([CH3:19])([CH3:18])[CH3:17])=[CH:5][CH:4]=2)[S:24]1. (3) Given the reactants [C:1]([O:5][C:6]([N:8](C(OC(C)(C)C)=O)[C:9]1[O:17][C:16]2[C:11](=[N:12][CH:13]=[C:14]([CH2:18][CH2:19][CH2:20][O:21][Si](C(C)(C)C)(C)C)[CH:15]=2)[C:10]=1[C:29]([O:31][CH2:32][CH3:33])=[O:30])=[O:7])([CH3:4])([CH3:3])[CH3:2].CCCC[N+](CCCC)(CCCC)CCCC.[F-], predict the reaction product. The product is: [C:1]([O:5][C:6]([NH:8][C:9]1[O:17][C:16]2[C:11](=[N:12][CH:13]=[C:14]([CH2:18][CH2:19][CH2:20][OH:21])[CH:15]=2)[C:10]=1[C:29]([O:31][CH2:32][CH3:33])=[O:30])=[O:7])([CH3:4])([CH3:3])[CH3:2]. (4) Given the reactants [CH2:1]([N:8]1[CH2:13][C:12]([F:15])([F:14])[C:11](=[O:16])[CH:10](C(OCC)=O)[CH2:9]1)[C:2]1[CH:7]=[CH:6][CH:5]=[CH:4][CH:3]=1.C([O-])(O)=[O:23].[Na+], predict the reaction product. The product is: [CH2:1]([N:8]1[CH2:9][CH2:10][C:11]([OH:16])([OH:23])[C:12]([F:14])([F:15])[CH2:13]1)[C:2]1[CH:3]=[CH:4][CH:5]=[CH:6][CH:7]=1. (5) Given the reactants [N+:1]([C:4]1[CH:9]=[CH:8][C:7]([OH:10])=[CH:6][CH:5]=1)([O-:3])=[O:2].C1CCN2C(=NCCC2)CC1.Br[C:23]([F:30])([F:29])[C:24]([O:26][CH2:27][CH3:28])=[O:25].O1CCCC1, predict the reaction product. The product is: [F:29][C:23]([F:30])([O:10][C:7]1[CH:8]=[CH:9][C:4]([N+:1]([O-:3])=[O:2])=[CH:5][CH:6]=1)[C:24]([O:26][CH2:27][CH3:28])=[O:25].